Dataset: Catalyst prediction with 721,799 reactions and 888 catalyst types from USPTO. Task: Predict which catalyst facilitates the given reaction. Reactant: C([O:9][CH:10]([C:20]1[CH:25]=[CH:24][N:23]=[CH:22][CH:21]=1)[C:11]([C:13]1[CH:18]=[CH:17][C:16]([F:19])=[CH:15][CH:14]=1)=O)(=O)C1C=CC=CC=1.[N:26]#[C:27][NH2:28].[OH-].[K+]. Product: [NH2:26][C:27]1[O:9][C:10]([C:20]2[CH:21]=[CH:22][N:23]=[CH:24][CH:25]=2)=[C:11]([C:13]2[CH:14]=[CH:15][C:16]([F:19])=[CH:17][CH:18]=2)[N:28]=1. The catalyst class is: 14.